Dataset: Forward reaction prediction with 1.9M reactions from USPTO patents (1976-2016). Task: Predict the product of the given reaction. Given the reactants F[C:2]1[CH:7]=[C:6]([C:8]([F:11])([F:10])[F:9])[CH:5]=[C:4]([F:12])[C:3]=1[N+:13]([O-:15])=[O:14].[Br:16][C:17]1[NH:18][CH:19]=[C:20]([CH3:22])[N:21]=1.C([O-])([O-])=O.[K+].[K+].O, predict the reaction product. The product is: [Br:16][C:17]1[N:18]([C:2]2[CH:7]=[C:6]([C:8]([F:11])([F:10])[F:9])[CH:5]=[C:4]([F:12])[C:3]=2[N+:13]([O-:15])=[O:14])[CH:19]=[C:20]([CH3:22])[N:21]=1.